This data is from Peptide-MHC class I binding affinity with 185,985 pairs from IEDB/IMGT. The task is: Regression. Given a peptide amino acid sequence and an MHC pseudo amino acid sequence, predict their binding affinity value. This is MHC class I binding data. (1) The peptide sequence is YLEGTRTLL. The MHC is HLA-B46:01 with pseudo-sequence HLA-B46:01. The binding affinity (normalized) is 0.0847. (2) The peptide sequence is DYDQRDYGF. The MHC is HLA-A11:01 with pseudo-sequence HLA-A11:01. The binding affinity (normalized) is 0.0847. (3) The peptide sequence is GDYKLVEI. The MHC is HLA-B44:03 with pseudo-sequence HLA-B44:03. The binding affinity (normalized) is 0.247. (4) The peptide sequence is YTPEQWWPF. The MHC is HLA-C04:01 with pseudo-sequence HLA-C04:01. The binding affinity (normalized) is 0.0847. (5) The peptide sequence is ETGFVIPEI. The MHC is HLA-A02:02 with pseudo-sequence HLA-A02:02. The binding affinity (normalized) is 0.125. (6) The binding affinity (normalized) is 0. The peptide sequence is ESDSKPQKV. The MHC is HLA-A29:02 with pseudo-sequence HLA-A29:02. (7) The peptide sequence is KPCSDYCLSL. The MHC is Patr-A0301 with pseudo-sequence Patr-A0301. The binding affinity (normalized) is 0.196.